This data is from Full USPTO retrosynthesis dataset with 1.9M reactions from patents (1976-2016). The task is: Predict the reactants needed to synthesize the given product. (1) Given the product [Cl:8][C:4]1[C:3]2[CH:9]([CH2:10][CH3:11])[O:12][C:13](=[O:15])[NH:1][C:2]=2[CH:7]=[CH:6][CH:5]=1, predict the reactants needed to synthesize it. The reactants are: [NH2:1][C:2]1[CH:7]=[CH:6][CH:5]=[C:4]([Cl:8])[C:3]=1[CH:9]([OH:12])[CH2:10][CH3:11].[C:13](OCC)(=[O:15])C. (2) Given the product [N:7]1[CH:2]=[CH:3][CH:4]=[CH:5][C:6]=1[C@@:8]12[O:23][CH2:22][O:21][C@@H:9]1[CH2:10][N:11]([C:14]([O:16][C:17]([CH3:18])([CH3:19])[CH3:20])=[O:15])[CH2:12][CH2:13]2, predict the reactants needed to synthesize it. The reactants are: Br[C:2]1[N:7]=[C:6]([C@@:8]23[O:23][CH2:22][O:21][C@@H:9]2[CH2:10][N:11]([C:14]([O:16][C:17]([CH3:20])([CH3:19])[CH3:18])=[O:15])[CH2:12][CH2:13]3)[CH:5]=[CH:4][CH:3]=1.C[Al](C)C.O. (3) Given the product [F:1][C:2]1[CH:3]=[C:4]([CH:5]=[C:6]([F:8])[CH:7]=1)[O:9][CH2:11][C:12]#[N:13], predict the reactants needed to synthesize it. The reactants are: [F:1][C:2]1[CH:3]=[C:4]([OH:9])[CH:5]=[C:6]([F:8])[CH:7]=1.Cl[CH2:11][C:12]#[N:13].C(=O)([O-])[O-].[K+].[K+].[I-].[K+]. (4) Given the product [CH3:11][C:10]([CH3:13])([CH3:12])[CH2:9][NH:8][C:5]1[N:6]=[N:7][CH:2]=[CH:3][CH:4]=1, predict the reactants needed to synthesize it. The reactants are: Cl[C:2]1[N:7]=[N:6][C:5]([NH:8][CH2:9][C:10]([CH3:13])([CH3:12])[CH3:11])=[CH:4][CH:3]=1.CO.